Predict which catalyst facilitates the given reaction. From a dataset of Catalyst prediction with 721,799 reactions and 888 catalyst types from USPTO. Reactant: [C:1]([Si:5]([CH3:25])([CH3:24])[C:6]1[C:11]([F:12])=[C:10]([C:13]2[C:21]3[C:16](=[N:17][CH:18]=[CH:19][CH:20]=3)[NH:15][N:14]=2)[N:9]=[C:8](F)[C:7]=1[F:23])([CH3:4])([CH3:3])[CH3:2].[CH3:26][CH:27]([CH3:37])[C@:28]([CH:31]1[CH2:36][NH:35][CH2:34][CH2:33][NH:32]1)([OH:30])[CH3:29].C1COCC1.N1([Si:48]([CH3:51])([CH3:50])[CH3:49])C=CN=C1. Product: [Si:5]([C:6]1[C:7]([F:23])=[C:8]([N:35]2[CH2:34][CH2:33][NH:32][C@H:31]([C@:28]([O:30][Si:48]([CH3:51])([CH3:50])[CH3:49])([CH:27]([CH3:37])[CH3:26])[CH3:29])[CH2:36]2)[N:9]=[C:10]([C:13]2[C:21]3[C:16](=[N:17][CH:18]=[CH:19][CH:20]=3)[NH:15][N:14]=2)[C:11]=1[F:12])([C:1]([CH3:4])([CH3:2])[CH3:3])([CH3:24])[CH3:25]. The catalyst class is: 25.